This data is from Forward reaction prediction with 1.9M reactions from USPTO patents (1976-2016). The task is: Predict the product of the given reaction. (1) Given the reactants [CH3:1][N:2]([CH3:31])[C:3]1[N:12]=[C:11]([NH:13][CH2:14][C:15]2[CH:20]=[CH:19][C:18]([NH:21][C:22]([CH:24]3[CH2:29][CH2:28][NH:27][CH2:26][CH2:25]3)=[O:23])=[CH:17][CH:16]=2)[C:10]2[C:5](=[CH:6][C:7]([CH3:30])=[CH:8][CH:9]=2)[N:4]=1.[CH:32](=O)[CH:33]([CH3:35])[CH3:34], predict the reaction product. The product is: [CH3:1][N:2]([CH3:31])[C:3]1[N:12]=[C:11]([NH:13][CH2:14][C:15]2[CH:16]=[CH:17][C:18]([NH:21][C:22]([CH:24]3[CH2:29][CH2:28][N:27]([CH2:32][CH:33]([CH3:35])[CH3:34])[CH2:26][CH2:25]3)=[O:23])=[CH:19][CH:20]=2)[C:10]2[C:5](=[CH:6][C:7]([CH3:30])=[CH:8][CH:9]=2)[N:4]=1. (2) Given the reactants Cl[S:2]([C:5]1[CH:6]=[CH:7][C:8]([F:14])=[C:9]([CH:13]=1)[C:10]([OH:12])=[O:11])(=[O:4])=[O:3].CCN(CC)CC.[CH3:22][C@@H:23]([NH2:26])[CH2:24][CH3:25], predict the reaction product. The product is: [C@H:23]([NH:26][S:2]([C:5]1[CH:6]=[CH:7][C:8]([F:14])=[C:9]([CH:13]=1)[C:10]([OH:12])=[O:11])(=[O:4])=[O:3])([CH2:24][CH3:25])[CH3:22]. (3) The product is: [C:12]([O:16][C:17]([NH:19][CH2:20][CH2:21][CH2:22][CH2:23][CH2:24][C:25]([NH:27][CH2:28][CH2:29][CH2:30][CH2:31][CH2:32][C:33]([NH:1][C@@H:2]([CH2:6][CH2:7][C:8]([O:10][CH3:11])=[O:9])[C:3]([OH:5])=[O:4])=[O:34])=[O:26])=[O:18])([CH3:13])([CH3:15])[CH3:14]. Given the reactants [NH2:1][C@@H:2]([CH2:6][CH2:7][C:8]([O:10][CH3:11])=[O:9])[C:3]([OH:5])=[O:4].[C:12]([O:16][C:17]([NH:19][CH2:20][CH2:21][CH2:22][CH2:23][CH2:24][C:25]([NH:27][CH2:28][CH2:29][CH2:30][CH2:31][CH2:32][C:33](ON1C(=O)CCC1=O)=[O:34])=[O:26])=[O:18])([CH3:15])([CH3:14])[CH3:13], predict the reaction product. (4) Given the reactants [NH2:1][C:2]1[CH:7]=[C:6]([N+:8]([O-:10])=[O:9])[CH:5]=[CH:4][C:3]=1[N:11]1[CH2:16][CH2:15][N:14]([C:17]([C:19]2[CH:24]=[CH:23][CH:22]=[CH:21][CH:20]=2)=[O:18])[CH2:13][CH2:12]1.[CH:25](=O)[C:26]1[CH:31]=[CH:30][CH:29]=[CH:28][CH:27]=1.C(O[BH-](OC(=O)C)OC(=O)C)(=O)C.[Na+], predict the reaction product. The product is: [CH2:25]([NH:1][C:2]1[CH:7]=[C:6]([N+:8]([O-:10])=[O:9])[CH:5]=[CH:4][C:3]=1[N:11]1[CH2:12][CH2:13][N:14]([C:17](=[O:18])[C:19]2[CH:20]=[CH:21][CH:22]=[CH:23][CH:24]=2)[CH2:15][CH2:16]1)[C:26]1[CH:31]=[CH:30][CH:29]=[CH:28][CH:27]=1. (5) Given the reactants [Cl:1][C:2]1[N:7]=[C:6]([N:8]2[CH:13]3[CH2:14][CH2:15][CH:9]2[CH2:10][O:11][CH2:12]3)[CH:5]=[C:4]([CH2:16]Cl)[N:3]=1.C(=O)([O-])[O-].[K+].[K+].[CH3:24][NH:25][CH3:26], predict the reaction product. The product is: [CH:13]12[N:8]([C:6]3[N:7]=[C:2]([Cl:1])[N:3]=[C:4]([CH2:16][N:25]([CH3:26])[CH3:24])[CH:5]=3)[CH:9]([CH2:15][CH2:14]1)[CH2:10][O:11][CH2:12]2. (6) Given the reactants [CH2:1]([O:3][C:4]1[CH:5]=[C:6]([CH:9]=[CH:10][C:11]=1[O:12][CH2:13][CH3:14])[CH:7]=O)[CH3:2].C([O-])(=O)C.[NH4+].[N+:20]([CH2:23][CH2:24][CH3:25])([O-:22])=[O:21], predict the reaction product. The product is: [CH2:13]([O:12][C:11]1[CH:10]=[CH:9][C:6]([CH:7]=[C:23]([N+:20]([O-:22])=[O:21])[CH2:24][CH3:25])=[CH:5][C:4]=1[O:3][CH2:1][CH3:2])[CH3:14]. (7) The product is: [O:54]1[C:55]2[CH:61]=[CH:60][CH:59]=[CH:58][C:56]=2[N:57]=[C:53]1[CH:51]([OH:52])[C@@H:50]([NH:49][C:10](=[O:11])[C@@H:9]([NH:13][CH:14]([C:19]1[CH:24]=[CH:23][CH:22]=[CH:21][CH:20]=1)[C:15]([F:16])([F:17])[F:18])[CH2:8][C:3]1[CH:4]=[CH:5][CH:6]=[CH:7][C:2]=1[Cl:1])[CH2:62][CH3:63]. Given the reactants [Cl:1][C:2]1[CH:7]=[CH:6][CH:5]=[CH:4][C:3]=1[CH2:8][C@H:9]([NH:13][CH:14]([C:19]1[CH:24]=[CH:23][CH:22]=[CH:21][CH:20]=1)[C:15]([F:18])([F:17])[F:16])[C:10](O)=[O:11].CN(C(ON1N=NC2C=CC=NC1=2)=[N+](C)C)C.F[P-](F)(F)(F)(F)F.[NH2:49][C@@H:50]([CH2:62][CH3:63])[CH:51]([C:53]1[O:54][C:55]2[CH:61]=[CH:60][CH:59]=[CH:58][C:56]=2[N:57]=1)[OH:52], predict the reaction product.